This data is from Full USPTO retrosynthesis dataset with 1.9M reactions from patents (1976-2016). The task is: Predict the reactants needed to synthesize the given product. (1) Given the product [CH3:18][C:8]1([C:4]2[CH:5]=[CH:6][CH:7]=[C:2]([C:23]3[CH:24]=[N:19][CH:20]=[N:21][CH:22]=3)[CH:3]=2)[CH2:13][N:12]2[CH:14]=[CH:15][N:16]=[C:11]2[C:10]([NH2:17])=[N:9]1, predict the reactants needed to synthesize it. The reactants are: Br[C:2]1[CH:3]=[C:4]([C:8]2([CH3:18])[CH2:13][N:12]3[CH:14]=[CH:15][N:16]=[C:11]3[C:10]([NH2:17])=[N:9]2)[CH:5]=[CH:6][CH:7]=1.[N:19]1[CH:24]=[C:23](B(O)O)[CH:22]=[N:21][CH:20]=1.C(=O)([O-])[O-].[K+].[K+]. (2) The reactants are: [OH-].[Na+].[C:3](Cl)(=[O:5])[CH3:4].[CH3:7][O:8][C:9]1[CH:10]=[C:11](/[CH:21]=[CH:22]/[C:23]2[N:37]=[C:26]3[CH:27]([CH:31]4[CH2:36][CH2:35][NH:34][CH2:33][CH2:32]4)[CH2:28][CH2:29][CH2:30][N:25]3[N:24]=2)[CH:12]=[CH:13][C:14]=1[N:15]1[CH:19]=[C:18]([CH3:20])[N:17]=[CH:16]1.C(Cl)(Cl)Cl. Given the product [CH3:7][O:8][C:9]1[CH:10]=[C:11](/[CH:21]=[CH:22]/[C:23]2[N:37]=[C:26]3[CH:27]([CH:31]4[CH2:32][CH2:33][N:34]([C:3](=[O:5])[CH3:4])[CH2:35][CH2:36]4)[CH2:28][CH2:29][CH2:30][N:25]3[N:24]=2)[CH:12]=[CH:13][C:14]=1[N:15]1[CH:19]=[C:18]([CH3:20])[N:17]=[CH:16]1, predict the reactants needed to synthesize it. (3) Given the product [F:20][C:21]1[CH:26]=[CH:25][C:24](=[O:27])[NH:23][C:22]=1[C:28]1[NH:11][C@@H:9]([CH3:10])[C@:8]([C:5]2[CH:4]=[CH:3][C:2]([F:1])=[CH:7][CH:6]=2)([C:13]2[CH:14]=[N:15][C:16]([F:19])=[CH:17][CH:18]=2)[N:12]=1, predict the reactants needed to synthesize it. The reactants are: [F:1][C:2]1[CH:7]=[CH:6][C:5]([C:8]([C:13]2[CH:14]=[N:15][C:16]([F:19])=[CH:17][CH:18]=2)([NH2:12])[C@@H:9]([NH2:11])[CH3:10])=[CH:4][CH:3]=1.[F:20][C:21]1[CH:26]=[CH:25][C:24](=[O:27])[NH:23][C:22]=1[C:28](O)=O. (4) Given the product [CH3:30][O:31][C:32]1[CH:39]=[CH:38][CH:37]=[CH:36][C:33]=1[CH2:34][NH:1][C:2]1[CH:11]=[C:10]([C:25]2[CH:24]=[CH:23][CH:22]=[CH:21][C:20]=2[CH3:15])[C:9]2[C:4](=[CH:5][CH:6]=[C:7]([NH:47][CH2:46][C:42]3[CH:41]=[N:40][CH:45]=[CH:44][CH:43]=3)[CH:8]=2)[N:3]=1, predict the reactants needed to synthesize it. The reactants are: [NH2:1][C:2]1[CH:11]=[C:10](O)[C:9]2[C:4](=[CH:5][CH:6]=[C:7](Cl)[CH:8]=2)[N:3]=1.C1(C)C=CC=C[C:15]=1[C:20]1[CH:25]=[CH:24][CH:23]=[CH:22][C:21]=1B(O)O.[CH3:30][O:31][C:32]1[CH:39]=[CH:38][CH:37]=[CH:36][C:33]=1[CH:34]=O.[N:40]1[CH:45]=[CH:44][CH:43]=[C:42]([CH2:46][NH2:47])[CH:41]=1. (5) Given the product [Cl:18][C:19]1[CH:32]=[C:31]([NH:33][C:9](=[O:10])[C:8]#[C:7][C:4]2[CH:5]=[CH:6][C:1]([C:12]3[CH:17]=[CH:16][CH:15]=[CH:14][CH:13]=3)=[CH:2][CH:3]=2)[CH:30]=[CH:29][C:20]=1[O:21][CH2:22][CH2:23][N:24]([CH2:27][CH3:28])[CH2:25][CH3:26], predict the reactants needed to synthesize it. The reactants are: [C:1]1([C:12]2[CH:17]=[CH:16][CH:15]=[CH:14][CH:13]=2)[CH:6]=[CH:5][C:4]([C:7]#[C:8][C:9](Cl)=[O:10])=[CH:3][CH:2]=1.[Cl:18][C:19]1[CH:32]=[C:31]([NH2:33])[CH:30]=[CH:29][C:20]=1[O:21][CH2:22][CH2:23][N:24]([CH2:27][CH3:28])[CH2:25][CH3:26]. (6) Given the product [Br:18][CH2:16][C:13]1[CH:14]=[CH:15][C:10]([C:8]([C:5]2[CH:6]=[CH:7][C:2]([Cl:1])=[CH:3][CH:4]=2)=[O:9])=[CH:11][C:12]=1[F:17], predict the reactants needed to synthesize it. The reactants are: [Cl:1][C:2]1[CH:7]=[CH:6][C:5]([C:8]([C:10]2[CH:15]=[CH:14][C:13]([CH3:16])=[C:12]([F:17])[CH:11]=2)=[O:9])=[CH:4][CH:3]=1.[Br:18]CC1C=CC(C(C2C=CC=C(Cl)C=2)=O)=CC=1. (7) Given the product [Br:24][C:25]1[N:30]=[C:29]([C:31]2[NH:21][C:3]3[C:2]([N:1]=2)=[N:7][C:6]([N:8]2[CH2:13][CH2:12][CH2:11][C@@H:10]([C:14]([N:16]4[CH2:20][CH2:19][CH2:18][CH2:17]4)=[O:15])[CH2:9]2)=[CH:5][CH:4]=3)[CH:28]=[CH:27][CH:26]=1, predict the reactants needed to synthesize it. The reactants are: [NH2:1][C:2]1[N:7]=[C:6]([N:8]2[CH2:13][CH2:12][CH2:11][C@@H:10]([C:14]([N:16]3[CH2:20][CH2:19][CH2:18][CH2:17]3)=[O:15])[CH2:9]2)[CH:5]=[CH:4][C:3]=1[N+:21]([O-])=O.[Br:24][C:25]1[N:30]=[C:29]([CH:31]=O)[CH:28]=[CH:27][CH:26]=1. (8) Given the product [CH:1]([C:4]1[CH:11]=[C:10]([N:12]2[CH2:17][CH2:16][O:15][CH2:14][CH2:13]2)[CH:9]=[C:8]([O:18][CH3:19])[C:5]=1[C:6]([NH2:7])=[O:22])([CH3:3])[CH3:2], predict the reactants needed to synthesize it. The reactants are: [CH:1]([C:4]1[CH:11]=[C:10]([N:12]2[CH2:17][CH2:16][O:15][CH2:14][CH2:13]2)[CH:9]=[C:8]([O:18][CH3:19])[C:5]=1[C:6]#[N:7])([CH3:3])[CH3:2].N.S(=O)(=O)(O)[OH:22].